This data is from Reaction yield outcomes from USPTO patents with 853,638 reactions. The task is: Predict the reaction yield, written as a fraction of the theoretical maximum amount of product (1.0 means a 100% yield; for example, 0.34 means a 34% yield). (1) The reactants are [Br:1][C:2]1[CH:10]=[C:9]([I:11])[C:5](C(O)=O)=[CH:4][N:3]=1.C1(P(N=[N+]=[N-])(C2C=CC=CC=2)=[O:19])C=CC=CC=1.C([N:31]([CH2:34]C)CC)C.[C:36]([OH:40])([CH3:39])([CH3:38])[CH3:37]. The catalyst is C1(C)C=CC=CC=1. The product is [C:36]([O:40][C:34](=[O:19])[NH:31][C:5]1[CH:4]=[N:3][C:2]([Br:1])=[CH:10][C:9]=1[I:11])([CH3:39])([CH3:38])[CH3:37]. The yield is 0.340. (2) The reactants are [N:1]1([CH2:6][C:7]#[C:8][CH2:9][OH:10])[CH2:5][CH2:4][CH2:3][CH2:2]1.[H-].[Al+3].[Li+].[H-].[H-].[H-].[OH-].[Na+]. The catalyst is C1COCC1. The product is [N:1]1([CH2:6]/[CH:7]=[CH:8]/[CH2:9][OH:10])[CH2:5][CH2:4][CH2:3][CH2:2]1. The yield is 0.700. (3) The reactants are [Br:1][C:2]1[CH:3]=[C:4]([CH:15]=[CH:16][CH:17]=1)[CH2:5][N:6]1[C:10]([CH3:11])=[N:9][C:8]([C:12]([NH2:14])=O)=[N:7]1.CCN(CC)CC.FC(F)(F)C(OC(=O)C(F)(F)F)=O. The catalyst is C(Cl)Cl. The product is [Br:1][C:2]1[CH:3]=[C:4]([CH:15]=[CH:16][CH:17]=1)[CH2:5][N:6]1[C:10]([CH3:11])=[N:9][C:8]([C:12]#[N:14])=[N:7]1. The yield is 0.830. (4) The reactants are [Cl:1][C:2]1[CH:3]=[C:4]([C:10]2[O:14][C:13]([C:15]([O:17]CC)=O)=[N:12][N:11]=2)[CH:5]=[C:6]([Cl:9])[C:7]=1[OH:8].[O:20]([C:27]1[CH:34]=[CH:33][C:30]([CH2:31][NH2:32])=[CH:29][CH:28]=1)[C:21]1[CH:26]=[CH:25][CH:24]=[CH:23][CH:22]=1. The catalyst is C(O)C. The product is [Cl:9][C:6]1[CH:5]=[C:4]([C:10]2[O:14][C:13]([C:15]([NH:32][CH2:31][C:30]3[CH:33]=[CH:34][C:27]([O:20][C:21]4[CH:22]=[CH:23][CH:24]=[CH:25][CH:26]=4)=[CH:28][CH:29]=3)=[O:17])=[N:12][N:11]=2)[CH:3]=[C:2]([Cl:1])[C:7]=1[OH:8]. The yield is 0.940. (5) The reactants are [Cl:1][C:2]1[CH:11]=[C:10]2[C:5]([CH:6]=[CH:7][NH:8][C:9]2=O)=[CH:4][C:3]=1[O:13][CH3:14].O=P(Cl)(Cl)[Cl:17]. No catalyst specified. The product is [Cl:17][C:9]1[C:10]2[C:5](=[CH:4][C:3]([O:13][CH3:14])=[C:2]([Cl:1])[CH:11]=2)[CH:6]=[CH:7][N:8]=1. The yield is 0.920. (6) The reactants are [C:1]([O:5][C:6](=[O:20])[C:7]([CH3:19])([S:9][C:10]1[CH:18]=[CH:17][C:13]([C:14]([OH:16])=[O:15])=[CH:12][CH:11]=1)[CH3:8])(C)(C)C.F[C:22](F)(F)[C:23]1C=CC(CN2C=C(CCO)N=N2)=CC=1. The catalyst is CN(C)C1C=CN=CC=1.CN(C)C=O.C(OCC)(=O)C. The product is [CH3:1][O:5][C:6](=[O:20])[C:7]([CH3:19])([S:9][C:10]1[CH:18]=[CH:17][C:13]([C:14]([O:16][CH2:22][CH3:23])=[O:15])=[CH:12][CH:11]=1)[CH3:8]. The yield is 0.760. (7) The reactants are [F:1][C:2]1[CH:15]=[CH:14][C:5]([O:6][CH2:7][C:8]([O:10]C(C)C)=[O:9])=[C:4]([CH3:16])[C:3]=1[NH:17][CH2:18][C:19]1[CH:24]=[C:23]([C:25]2[CH:30]=[CH:29][CH:28]=[C:27]([F:31])[CH:26]=2)[CH:22]=[C:21]([CH3:32])[C:20]=1[O:33][CH3:34].[Li+].[OH-]. The catalyst is C1COCC1. The product is [F:1][C:2]1[CH:15]=[CH:14][C:5]([O:6][CH2:7][C:8]([OH:10])=[O:9])=[C:4]([CH3:16])[C:3]=1[NH:17][CH2:18][C:19]1[CH:24]=[C:23]([C:25]2[CH:30]=[CH:29][CH:28]=[C:27]([F:31])[CH:26]=2)[CH:22]=[C:21]([CH3:32])[C:20]=1[O:33][CH3:34]. The yield is 0.500. (8) The reactants are [N+:1]([C:4]1[CH:9]=[CH:8][C:7]([OH:10])=[CH:6][C:5]=1[C:11]([F:14])([F:13])[F:12])([O-:3])=[O:2].[Br-:15].[Br-:16].[Br-].C([N+](C)(C)C)C1C=CC=CC=1.C([N+](C)(C)C)C1C=CC=CC=1.C([N+](C)(C)C)C1C=CC=CC=1.C([O-])([O-])=O.[Ca+2]. The catalyst is CO.C(Cl)Cl. The product is [Br:15][C:6]1[C:5]([C:11]([F:12])([F:13])[F:14])=[C:4]([N+:1]([O-:3])=[O:2])[CH:9]=[C:8]([Br:16])[C:7]=1[OH:10]. The yield is 0.160.